This data is from Full USPTO retrosynthesis dataset with 1.9M reactions from patents (1976-2016). The task is: Predict the reactants needed to synthesize the given product. The reactants are: C([O:8][CH2:9][CH2:10][CH2:11][CH2:12][CH2:13][CH2:14][CH2:15][CH2:16][CH2:17][CH2:18][CH2:19]/[CH:20]=[CH:21]\[CH2:22][CH2:23][CH2:24]/[C:25](/[C:36]([O:38][CH3:39])=[O:37])=[C:26](/[C:32]([O:34][CH3:35])=[O:33])\[CH2:27][C:28]([O:30][CH3:31])=[O:29])C1C=CC=CC=1. Given the product [OH:8][CH2:9][CH2:10][CH2:11][CH2:12][CH2:13][CH2:14][CH2:15][CH2:16][CH2:17][CH2:18][CH2:19][CH2:20][CH2:21][CH2:22][CH2:23][CH2:24]/[C:25](/[C:36]([O:38][CH3:39])=[O:37])=[C:26](/[C:32]([O:34][CH3:35])=[O:33])\[CH2:27][C:28]([O:30][CH3:31])=[O:29], predict the reactants needed to synthesize it.